From a dataset of Forward reaction prediction with 1.9M reactions from USPTO patents (1976-2016). Predict the product of the given reaction. (1) Given the reactants [Cl:1][C:2]1[CH:7]=[CH:6][C:5]([C@H:8]2[C:17]3[C:12](=[CH:13][C:14]([O:22][CH3:23])=[C:15]([O:18][CH:19]([CH3:21])[CH3:20])[CH:16]=3)[CH2:11][C:10](=[O:24])[N:9]2[C:25]2[CH:30]=[CH:29][C:28]([C:31]3([OH:35])[CH2:34][NH:33][CH2:32]3)=[CH:27][CH:26]=2)=[CH:4][CH:3]=1.CCN(C(C)C)C(C)C.[C:45](Cl)(=[O:47])[CH3:46], predict the reaction product. The product is: [C:45]([N:33]1[CH2:34][C:31]([C:28]2[CH:29]=[CH:30][C:25]([N:9]3[C:10](=[O:24])[CH2:11][C:12]4[C:17](=[CH:16][C:15]([O:18][CH:19]([CH3:20])[CH3:21])=[C:14]([O:22][CH3:23])[CH:13]=4)[C@@H:8]3[C:5]3[CH:6]=[CH:7][C:2]([Cl:1])=[CH:3][CH:4]=3)=[CH:26][CH:27]=2)([OH:35])[CH2:32]1)(=[O:47])[CH3:46]. (2) Given the reactants C(=O)([O-])[O-].[K+].[K+].F[C:8]1[CH:13]=[CH:12][C:11]([N+:14]([O-:16])=[O:15])=[CH:10][C:9]=1[N+:17]([O-:19])=[O:18].O[C@@H:21]([CH3:27])[C:22]([O:24][CH2:25][CH3:26])=[O:23], predict the reaction product. The product is: [N+:17]([C:9]1[CH:10]=[C:11]([N+:14]([O-:16])=[O:15])[CH:12]=[CH:13][C:8]=1[C@H:21]([CH3:27])[C:22]([O:24][CH2:25][CH3:26])=[O:23])([O-:19])=[O:18]. (3) Given the reactants [N+:1]([C:4]1[CH:9]=[CH:8][C:7]([NH2:10])=[C:6]([NH2:11])[CH:5]=1)([O-:3])=[O:2].[N:12]1[CH:17]=[CH:16][C:15]([O:18][C:19]2[CH:24]=[CH:23][C:22](SN=C=O)=[CH:21][CH:20]=2)=[CH:14][CH:13]=1.[CH3:29][N:30](C)C=O, predict the reaction product. The product is: [N+:1]([C:4]1[CH:9]=[CH:8][C:7]2[N:10]=[C:29]([NH:30][C:22]3[CH:21]=[CH:20][C:19]([O:18][C:15]4[CH:14]=[CH:13][N:12]=[CH:17][CH:16]=4)=[CH:24][CH:23]=3)[NH:11][C:6]=2[CH:5]=1)([O-:3])=[O:2]. (4) Given the reactants Br[C:2]1[CH:3]=[CH:4][C:5]([C:8]2[CH:15]=[CH:14][C:11]([CH:12]=[O:13])=[CH:10][CH:9]=2)=[N:6][CH:7]=1.[CH3:16]CO.[O:19]1[CH2:24][CH2:23][O:22][CH2:21][CH2:20]1, predict the reaction product. The product is: [CH:12]([C:11]1[CH:14]=[CH:15][C:8]([C:5]2[N:6]=[CH:7][C:2]([C:23]3[O:22][C:21]([CH:20]=[O:19])=[CH:16][CH:24]=3)=[CH:3][CH:4]=2)=[CH:9][CH:10]=1)=[O:13]. (5) Given the reactants Br[Zn][CH2:3][C:4]([O:6][CH2:7][CH3:8])=[O:5].[C:9]([C:12]1[CH:17]=[CH:16][CH:15]=[CH:14][CH:13]=1)(=[O:11])[CH3:10].Cl.C(OCC)(=O)C, predict the reaction product. The product is: [OH:11][C:9]([C:12]1[CH:17]=[CH:16][CH:15]=[CH:14][CH:13]=1)([CH3:10])[CH2:3][C:4]([O:6][CH2:7][CH3:8])=[O:5]. (6) Given the reactants [F:1][C:2]1[CH:7]=[CH:6][CH:5]=[C:4]([F:8])[C:3]=1[N:9]1[C:14]2[N:15]=[C:16]([NH:32][CH2:33][CH2:34][CH2:35][N:36]([CH2:44][CH3:45])C(=O)OC(C)(C)C)[N:17]=[C:18]([C:19]3[CH:24]=[C:23]([C:25]([NH:27][CH2:28][CH2:29][CH3:30])=[O:26])[CH:22]=[CH:21][C:20]=3[CH3:31])[C:13]=2[CH2:12][NH:11][C:10]1=[O:46].[C:47]([OH:53])([C:49]([F:52])([F:51])[F:50])=[O:48].[OH-].[Na+], predict the reaction product. The product is: [F:50][C:49]([F:52])([F:51])[C:47]([OH:53])=[O:48].[F:1][C:2]1[CH:7]=[CH:6][CH:5]=[C:4]([F:8])[C:3]=1[N:9]1[C:14]2[N:15]=[C:16]([NH:32][CH2:33][CH2:34][CH2:35][NH:36][CH2:44][CH3:45])[N:17]=[C:18]([C:19]3[CH:24]=[C:23]([CH:22]=[CH:21][C:20]=3[CH3:31])[C:25]([NH:27][CH2:28][CH2:29][CH3:30])=[O:26])[C:13]=2[CH2:12][NH:11][C:10]1=[O:46].